This data is from Full USPTO retrosynthesis dataset with 1.9M reactions from patents (1976-2016). The task is: Predict the reactants needed to synthesize the given product. (1) Given the product [C:12]1([C:11]2[N:10]=[C:9]([C:18]3[C:22]([NH:23][C:24](=[O:33])[C:25]4[C:26]([F:32])=[CH:27][CH:28]=[CH:29][C:30]=4[F:31])=[CH:21][NH:20][N:19]=3)[NH:8][C:7]=2[C:1]2[CH:2]=[CH:3][CH:4]=[CH:5][CH:6]=2)[CH:17]=[CH:16][CH:15]=[CH:14][CH:13]=1, predict the reactants needed to synthesize it. The reactants are: [C:1]1([C:7]2[N:8]=[C:9]([C:18]3[C:22]([NH:23][C:24](=[O:33])[C:25]4[C:30]([F:31])=[CH:29][CH:28]=[CH:27][C:26]=4[F:32])=[CH:21][N:20](C4CCCCO4)[N:19]=3)[NH:10][C:11]=2[C:12]2[CH:17]=[CH:16][CH:15]=[CH:14][CH:13]=2)[CH:6]=[CH:5][CH:4]=[CH:3][CH:2]=1.CC1C=CC(S(O)(=O)=O)=CC=1. (2) The reactants are: [C:1]1(=O)O[C:4](=O)[CH:3]=[CH:2]1.[CH2:8]=[CH:9][CH2:10][CH2:11][CH2:12][CH3:13]. Given the product [CH2:1]=[CH:2][CH2:3][CH2:4][CH2:8][CH2:9][CH2:10][CH2:11][CH2:12][CH3:13], predict the reactants needed to synthesize it. (3) Given the product [CH3:1][O:2][C:3]1[CH:4]=[C:5]2[C:10](=[CH:11][C:12]=1[O:13][CH3:14])[N:9]=[CH:8][CH:7]=[C:6]2[O:15][C:16]1[CH:22]=[CH:21][C:19]([NH:20][C:39]([NH:38][C:36](=[O:37])[C:33]2[CH:32]=[CH:31][C:30]([N+:27]([O-:29])=[O:28])=[CH:35][CH:34]=2)=[S:40])=[C:18]([F:23])[CH:17]=1, predict the reactants needed to synthesize it. The reactants are: [CH3:1][O:2][C:3]1[CH:4]=[C:5]2[C:10](=[CH:11][C:12]=1[O:13][CH3:14])[N:9]=[CH:8][CH:7]=[C:6]2[O:15][C:16]1[CH:22]=[CH:21][C:19]([NH2:20])=[C:18]([F:23])[CH:17]=1.C(O)C.[N+:27]([C:30]1[CH:35]=[CH:34][C:33]([C:36]([N:38]=[C:39]=[S:40])=[O:37])=[CH:32][CH:31]=1)([O-:29])=[O:28]. (4) Given the product [OH:1][C:2]([CH:9]1[CH2:13][CH2:12][N:11]([C:14]([O:16][C:17]([CH3:20])([CH3:19])[CH3:18])=[O:15])[CH2:10]1)([C:4]1[S:5][C:6]([C:22]2[CH:23]=[C:24]([CH3:39])[CH:25]=[C:26]([NH:28][C:29]3[CH:34]=[C:33]([C:35]([F:36])([F:37])[F:38])[CH:32]=[CH:31][N:30]=3)[N:27]=2)=[CH:7][N:8]=1)[CH3:3], predict the reactants needed to synthesize it. The reactants are: [OH:1][C:2]([CH:9]1[CH2:13][CH2:12][N:11]([C:14]([O:16][C:17]([CH3:20])([CH3:19])[CH3:18])=[O:15])[CH2:10]1)([C:4]1[S:5][CH:6]=[CH:7][N:8]=1)[CH3:3].Br[C:22]1[N:27]=[C:26]([NH:28][C:29]2[CH:34]=[C:33]([C:35]([F:38])([F:37])[F:36])[CH:32]=[CH:31][N:30]=2)[CH:25]=[C:24]([CH3:39])[CH:23]=1.C(P(C12CC3CC(CC(C3)C1)C2)C12CC3CC(CC(C3)C1)C2)CCC.C(O)(=O)C(C)(C)C.C(=O)([O-])[O-].[K+].[K+]. (5) Given the product [OH:32][C:25]([CH2:29][CH2:30][CH3:31])([CH2:26][CH2:27][CH3:28])[C:23]#[C:24][C:2]1[CH:3]=[C:4]([CH:20]=[CH:21][CH:22]=1)[CH2:5][O:6][CH2:7][CH2:8][N:9]1[C:17](=[O:18])[C:16]2[C:11](=[CH:12][CH:13]=[CH:14][CH:15]=2)[C:10]1=[O:19], predict the reactants needed to synthesize it. The reactants are: Br[C:2]1[CH:3]=[C:4]([CH:20]=[CH:21][CH:22]=1)[CH2:5][O:6][CH2:7][CH2:8][N:9]1[C:17](=[O:18])[C:16]2[C:11](=[CH:12][CH:13]=[CH:14][CH:15]=2)[C:10]1=[O:19].[C:23]([C:25]([OH:32])([CH2:29][CH2:30][CH3:31])[CH2:26][CH2:27][CH3:28])#[CH:24].